This data is from Reaction yield outcomes from USPTO patents with 853,638 reactions. The task is: Predict the reaction yield, written as a fraction of the theoretical maximum amount of product (1.0 means a 100% yield; for example, 0.34 means a 34% yield). (1) The yield is 0.970. The catalyst is O. The reactants are [Cl:1][C:2]1[CH:7]=[C:6]([O:8][CH3:9])[C:5]([F:10])=[CH:4][C:3]=1[N+:11]([O-])=O.O.O.Cl[Sn]Cl.Cl. The product is [Cl:1][C:2]1[CH:7]=[C:6]([O:8][CH3:9])[C:5]([F:10])=[CH:4][C:3]=1[NH2:11]. (2) The reactants are [CH2:1]([OH:5])[CH2:2][CH2:3][OH:4].[CH2:6]([S:8]([C:11]1[CH:12]=[C:13]([C:17]2[C:22]3[C:23]4[CH:29]=[C:28]([CH3:30])[CH:27]=[N:26][C:24]=4[NH:25][C:21]=3[C:20](OCCCN(C)C)=[N:19][CH:18]=2)[CH:14]=[CH:15][CH:16]=1)(=[O:10])=[O:9])[CH3:7]. No catalyst specified. The product is [CH2:6]([S:8]([C:11]1[CH:12]=[C:13]([C:17]2[C:22]3[C:23]4[CH:29]=[C:28]([CH3:30])[CH:27]=[N:26][C:24]=4[NH:25][C:21]=3[C:20]([O:4][CH2:3][CH2:2][CH2:1][OH:5])=[N:19][CH:18]=2)[CH:14]=[CH:15][CH:16]=1)(=[O:9])=[O:10])[CH3:7]. The yield is 0.300. (3) The reactants are [CH3:1][O:2][C:3]1[CH:4]=[C:5]2[C:10](=[CH:11][C:12]=1[O:13][CH3:14])[N:9]=[CH:8][CH:7]=[C:6]2[O:15]NC1C=C(C)C=CC=1C.[C:25]1(C)[CH:30]=[CH:29][CH:28]=[CH:27][CH:26]=1.C([N:34]([CH2:37][CH3:38])[CH2:35]C)C.ClC(Cl)([O:42]C(=O)OC(Cl)(Cl)Cl)Cl.[F:51][C:52]1[CH:60]=[CH:59][CH:58]=[CH:57][C:53]=1[CH:54]([OH:56])[CH3:55]. The catalyst is C(Cl)Cl. The product is [CH3:1][O:2][C:3]1[CH:4]=[C:5]2[C:10](=[CH:11][C:12]=1[O:13][CH3:14])[N:9]=[CH:8][CH:7]=[C:6]2[O:15][C:25]1[C:30]([CH3:29])=[CH:38][C:37]([NH:34][C:35](=[O:42])[O:56][CH:54]([C:53]2[CH:57]=[CH:58][CH:59]=[CH:60][C:52]=2[F:51])[CH3:55])=[C:27]([CH3:28])[CH:26]=1. The yield is 0.680. (4) The reactants are [Br:1][C:2]1[CH:3]=[C:4]([CH:8]=[CH:9][CH:10]=1)[C:5]([OH:7])=O.C(Cl)CCl.[NH2:15][C@@H:16]1[CH2:20][CH2:19][NH:18][CH2:17]1. The catalyst is C(#N)C. The product is [Br:1][C:2]1[CH:3]=[C:4]([CH:8]=[CH:9][CH:10]=1)[C:5]([NH:15][CH:16]1[CH2:20][CH2:19][NH:18][CH2:17]1)=[O:7]. The yield is 0.370. (5) The reactants are [Cl:1][C:2]1[C:11]2[C:6](=[CH:7][C:8]([OH:14])=[C:9]([O:12][CH3:13])[CH:10]=2)[N:5]=[CH:4][N:3]=1.O[CH2:16][CH2:17][CH2:18][N:19]1[C:23](=[O:24])[CH2:22][NH:21][C:20]1=[O:25].C1(P(C2C=CC=CC=2)C2C=CC=CC=2)C=CC=CC=1.N(C(OC(C)C)=O)=NC(OC(C)C)=O. The catalyst is ClCCl. The product is [Cl:1][C:2]1[C:11]2[C:6](=[CH:7][C:8]([O:14][CH2:16][CH2:17][CH2:18][N:19]3[C:23](=[O:24])[CH2:22][NH:21][C:20]3=[O:25])=[C:9]([O:12][CH3:13])[CH:10]=2)[N:5]=[CH:4][N:3]=1. The yield is 0.690.